The task is: Predict the reaction yield, written as a fraction of the theoretical maximum amount of product (1.0 means a 100% yield; for example, 0.34 means a 34% yield).. This data is from Reaction yield outcomes from USPTO patents with 853,638 reactions. (1) The yield is 0.290. The product is [C:1]([NH:4][C:5]1[CH:10]=[C:9]([C:11]2[CH:16]=[CH:15][C:14]([Cl:17])=[C:13]([O:18][CH3:19])[C:12]=2[F:20])[N:8]=[C:7]([C:21]([O:23][CH3:24])=[O:22])[C:6]=1[OH:25])(=[O:3])[CH3:2]. The catalyst is C(O)C.[OH-].[Pd+2].[OH-]. The reactants are [C:1]([NH:4][C:5]1[CH:10]=[C:9]([C:11]2[CH:16]=[CH:15][C:14]([Cl:17])=[C:13]([O:18][CH3:19])[C:12]=2[F:20])[N:8]=[C:7]([C:21]([O:23][CH3:24])=[O:22])[C:6]=1[O:25]CC1C=CC=CC=1)(=[O:3])[CH3:2]. (2) The reactants are [Cl:1][C:2]1[CH:7]=[C:6]([Cl:8])[N:5]=[C:4]([NH:9][C:10]2[CH:17]=[CH:16][C:13]([C:14]#[N:15])=[CH:12][CH:11]=2)[N:3]=1.[Br:18]N1C(=O)CCC1=O. The catalyst is C(Cl)(Cl)Cl. The product is [Br:18][C:7]1[C:6]([Cl:8])=[N:5][C:4]([NH:9][C:10]2[CH:17]=[CH:16][C:13]([C:14]#[N:15])=[CH:12][CH:11]=2)=[N:3][C:2]=1[Cl:1]. The yield is 0.550. (3) The reactants are [CH2:1]([O:8][C:9]([NH:11][C@H:12]([C:19]1[CH:24]=[CH:23][CH:22]=[C:21]([N+:25]([O-])=O)[CH:20]=1)[CH2:13][C:14]([O:16][CH2:17][CH3:18])=[O:15])=[O:10])[C:2]1[CH:7]=[CH:6][CH:5]=[CH:4][CH:3]=1.CC(O)=O.C([O-])(O)=O.[Na+]. The catalyst is CCO.O.[Fe]. The product is [NH2:25][C:21]1[CH:20]=[C:19]([C@@H:12]([NH:11][C:9]([O:8][CH2:1][C:2]2[CH:3]=[CH:4][CH:5]=[CH:6][CH:7]=2)=[O:10])[CH2:13][C:14]([O:16][CH2:17][CH3:18])=[O:15])[CH:24]=[CH:23][CH:22]=1. The yield is 0.940.